Dataset: Catalyst prediction with 721,799 reactions and 888 catalyst types from USPTO. Task: Predict which catalyst facilitates the given reaction. (1) Reactant: [Br:1][C:2]1[CH:3]=[C:4]2[NH:11][C:10](=[O:12])[NH:9][C:5]2=[N:6][C:7]=1[CH3:8].[C:13](=O)([O:17]C1C=CC=CN=1)[O:14][CH2:15][CH3:16].C(=O)([O-])[O-].[K+].[K+]. Product: [Br:1][C:2]1[CH:3]=[C:4]2[N:11]([C:13]([O:14][CH2:15][CH3:16])=[O:17])[C:10](=[O:12])[NH:9][C:5]2=[N:6][C:7]=1[CH3:8]. The catalyst class is: 10. (2) Reactant: C[O:2][C:3]([CH:5]1[CH2:10][CH2:9][CH2:8][N:7]2[C:11]([C:22]3[CH:27]=[CH:26][N:25]=[C:24]([O:28][C:29]4[CH:34]=[CH:33][CH:32]=[CH:31][CH:30]=4)[N:23]=3)=[C:12]([C:15]3[CH:20]=[CH:19][C:18]([F:21])=[CH:17][CH:16]=3)[C:13](=[O:14])[N:6]12)=[O:4].O.[Li+].[OH-]. Product: [F:21][C:18]1[CH:19]=[CH:20][C:15]([C:12]2[C:13](=[O:14])[N:6]3[CH:5]([C:3]([OH:4])=[O:2])[CH2:10][CH2:9][CH2:8][N:7]3[C:11]=2[C:22]2[CH:27]=[CH:26][N:25]=[C:24]([O:28][C:29]3[CH:30]=[CH:31][CH:32]=[CH:33][CH:34]=3)[N:23]=2)=[CH:16][CH:17]=1. The catalyst class is: 5. (3) The catalyst class is: 6. Reactant: [CH3:1][N:2]1[C:10]2[C:5](=[C:6]([CH3:11])[CH:7]=[CH:8][CH:9]=2)[C:4]([CH2:12][C:13]([OH:15])=O)=[CH:3]1.C1(=O)O[C:19](=[O:20])[C:18]2=[CH:22][CH:23]=[CH:24][CH:25]=[C:17]12.C([O-])(=O)C.[Na+]. Product: [CH3:1][N:2]1[C:10]2[C:5](=[C:6]([CH3:11])[CH:7]=[CH:8][CH:9]=2)[C:4](/[CH:12]=[C:13]2\[O:15][C:19](=[O:20])[C:18]3[C:22]\2=[CH:23][CH:24]=[CH:25][CH:17]=3)=[CH:3]1. (4) Reactant: N[C:2]1[C:7]([C:8]#[N:9])=[C:6]([C:10]2[CH:15]=[CH:14][CH:13]=[CH:12][CH:11]=2)[C:5]([C:16]#[N:17])=[C:4]([S:18][CH2:19][C:20]2[N:21]=[C:22]([C:25]3[CH:30]=[CH:29][C:28]([Cl:31])=[CH:27][CH:26]=3)[S:23][CH:24]=2)[N:3]=1.N(OCCC(C)C)=O.[ClH:40]. Product: [Cl:40][C:2]1[C:7]([C:8]#[N:9])=[C:6]([C:10]2[CH:15]=[CH:14][CH:13]=[CH:12][CH:11]=2)[C:5]([C:16]#[N:17])=[C:4]([S:18][CH2:19][C:20]2[N:21]=[C:22]([C:25]3[CH:30]=[CH:29][C:28]([Cl:31])=[CH:27][CH:26]=3)[S:23][CH:24]=2)[N:3]=1. The catalyst class is: 879. (5) Reactant: [NH2:1][CH2:2][CH:3]1[CH2:8][CH2:7][CH:6]([CH2:9][N:10]([CH2:31][C:32]2[CH:37]=[CH:36][CH:35]=[CH:34][CH:33]=2)[S:11]([NH:14][C:15](=[O:30])[C:16]2[CH:21]=[C:20]([C:22]([F:25])([F:24])[F:23])[CH:19]=[C:18]([C:26]([F:29])([F:28])[F:27])[CH:17]=2)(=[O:13])=[O:12])[CH2:5][CH2:4]1.[C:38]1([N:44]=[C:45]=[O:46])[CH:43]=[CH:42][CH:41]=[CH:40][CH:39]=1. Product: [CH2:31]([N:10]([CH2:9][CH:6]1[CH2:5][CH2:4][CH:3]([CH2:2][NH:1][C:45]([NH:44][C:38]2[CH:43]=[CH:42][CH:41]=[CH:40][CH:39]=2)=[O:46])[CH2:8][CH2:7]1)[S:11]([NH:14][C:15](=[O:30])[C:16]1[CH:17]=[C:18]([C:26]([F:27])([F:28])[F:29])[CH:19]=[C:20]([C:22]([F:23])([F:24])[F:25])[CH:21]=1)(=[O:12])=[O:13])[C:32]1[CH:37]=[CH:36][CH:35]=[CH:34][CH:33]=1. The catalyst class is: 4. (6) Reactant: Cl[C:2]1[N:7]=[C:6]([N:8]2[C@@H:12]([CH:13]([CH3:15])[CH3:14])[CH2:11][O:10][C:9]2=[O:16])[CH:5]=[CH:4][N:3]=1.Cl.[F:18][C:19]1[CH:24]=[CH:23][C:22]([N:25]2[CH:29]=[C:28]([CH:30]([NH2:32])[CH3:31])[CH:27]=[N:26]2)=[CH:21][CH:20]=1.CCN(C(C)C)C(C)C. The catalyst class is: 197. Product: [F:18][C:19]1[CH:20]=[CH:21][C:22]([N:25]2[CH:29]=[C:28]([C@H:30]([NH:32][C:2]3[N:7]=[C:6]([N:8]4[C@@H:12]([CH:13]([CH3:15])[CH3:14])[CH2:11][O:10][C:9]4=[O:16])[CH:5]=[CH:4][N:3]=3)[CH3:31])[CH:27]=[N:26]2)=[CH:23][CH:24]=1.[F:18][C:19]1[CH:20]=[CH:21][C:22]([N:25]2[CH:29]=[C:28]([C@@H:30]([NH:32][C:2]3[N:7]=[C:6]([N:8]4[C@@H:12]([CH:13]([CH3:15])[CH3:14])[CH2:11][O:10][C:9]4=[O:16])[CH:5]=[CH:4][N:3]=3)[CH3:31])[CH:27]=[N:26]2)=[CH:23][CH:24]=1. (7) Product: [F:1][C:2]1[CH:3]=[CH:4][C:5]([CH2:8][CH:9]([C:13]2[CH:18]=[CH:17][C:16]([S:19]([CH3:22])(=[O:21])=[O:20])=[CH:15][CH:14]=2)[C:10]([NH:30][C:31]2[N:32]=[CH:33][C:34]([CH2:37][O:38][C:39](=[O:41])[CH3:40])=[N:35][CH:36]=2)=[O:11])=[CH:6][CH:7]=1. Reactant: [F:1][C:2]1[CH:7]=[CH:6][C:5]([CH2:8][CH:9]([C:13]2[CH:18]=[CH:17][C:16]([S:19]([CH3:22])(=[O:21])=[O:20])=[CH:15][CH:14]=2)[C:10](O)=[O:11])=[CH:4][CH:3]=1.FC(F)(F)C(O)=O.[NH2:30][C:31]1[N:32]=[CH:33][C:34]([CH2:37][O:38][C:39](=[O:41])[CH3:40])=[N:35][CH:36]=1.CCN=C=NCCCN(C)C.Cl. The catalyst class is: 79. (8) Reactant: [CH3:1][O:2][C:3]1[C:8]2[O:9][C:10]3[CH:15]=[CH:14][CH:13]=[CH:12][C:11]=3[C:7]=2[C:6]([CH:16]=O)=[CH:5][CH:4]=1.[Li+].[Br-].[Si](Cl)(C)(C)C.C[SiH](C)O[SiH](C)C.[C-:32]#[N:33].[Na+]. Product: [CH3:1][O:2][C:3]1[C:8]2[O:9][C:10]3[CH:15]=[CH:14][CH:13]=[CH:12][C:11]=3[C:7]=2[C:6]([CH2:16][C:32]#[N:33])=[CH:5][CH:4]=1. The catalyst class is: 291. (9) Reactant: [C:1]([CH2:3][N:4]1[C:9](=[O:10])[C:8]2[C:11]([C:32]3[CH:37]=[CH:36][CH:35]=[CH:34][CH:33]=3)=[C:12]([C:14]3[CH:19]=[CH:18][C:17]([C:20]4([NH:24]C(=O)OC(C)(C)C)[CH2:23][CH2:22][CH2:21]4)=[CH:16][CH:15]=3)[O:13][C:7]=2[N:6]=[CH:5]1)#[N:2].CO.N.CO. Product: [NH2:24][C:20]1([C:17]2[CH:16]=[CH:15][C:14]([C:12]3[O:13][C:7]4[N:6]=[CH:5][N:4]([CH2:3][C:1]#[N:2])[C:9](=[O:10])[C:8]=4[C:11]=3[C:32]3[CH:33]=[CH:34][CH:35]=[CH:36][CH:37]=3)=[CH:19][CH:18]=2)[CH2:21][CH2:22][CH2:23]1. The catalyst class is: 2. (10) The catalyst class is: 16. Product: [Cl:16][C:17]1[CH:18]=[C:19]([C:24]2[CH:36]=[CH:35][C:27]([C:28]([NH:30][S:31]([CH3:34])(=[O:33])=[O:32])=[O:29])=[CH:26][C:25]=2[O:37][CH3:38])[CH:20]=[N:21][C:22]=1[O:8][C:4]1[CH:5]=[CH:6][CH:7]=[C:2]([Cl:1])[C:3]=1[CH3:9]. Reactant: [Cl:1][C:2]1[C:3]([CH3:9])=[C:4]([OH:8])[CH:5]=[CH:6][CH:7]=1.C(=O)([O-])[O-].[Cs+].[Cs+].[Cl:16][C:17]1[CH:18]=[C:19]([C:24]2[CH:36]=[CH:35][C:27]([C:28]([NH:30][S:31]([CH3:34])(=[O:33])=[O:32])=[O:29])=[CH:26][C:25]=2[O:37][CH3:38])[CH:20]=[N:21][C:22]=1F.